This data is from Full USPTO retrosynthesis dataset with 1.9M reactions from patents (1976-2016). The task is: Predict the reactants needed to synthesize the given product. (1) The reactants are: [C:1]([C:3]1[CH:8]=[CH:7][C:6]([OH:9])=[C:5]([N+:10]([O-:12])=[O:11])[CH:4]=1)#[N:2].Br[CH2:14][C:15]([O:17][CH3:18])=[O:16].C(=O)([O-])[O-].[K+].[K+].O. Given the product [C:1]([C:3]1[CH:8]=[CH:7][C:6]([O:9][CH2:14][C:15]([O:17][CH3:18])=[O:16])=[C:5]([N+:10]([O-:12])=[O:11])[CH:4]=1)#[N:2], predict the reactants needed to synthesize it. (2) The reactants are: C[O:2][C:3]1[CH:8]=[C:7]([CH2:9][CH2:10][CH3:11])[CH:6]=[CH:5][C:4]=1[O:12][C:13]1[CH:18]=[CH:17][C:16]([O:19][CH3:20])=[CH:15][CH:14]=1.B(Br)(Br)Br. Given the product [CH3:20][O:19][C:16]1[CH:17]=[CH:18][C:13]([O:12][C:4]2[CH:5]=[CH:6][C:7]([CH2:9][CH2:10][CH3:11])=[CH:8][C:3]=2[OH:2])=[CH:14][CH:15]=1, predict the reactants needed to synthesize it. (3) Given the product [CH3:8][C:5]1[C:4]([Si:22]([CH3:24])([CH3:23])[CH3:21])=[C:3]([C:9]2[CH:10]=[CH:11][CH:12]=[C:13]3[C:18]=2[N:17]=[CH:16][CH:15]=[CH:14]3)[CH:2]([CH3:1])[C:6]=1[CH3:7], predict the reactants needed to synthesize it. The reactants are: [CH3:1][C:2]1[C:6]([CH3:7])=[C:5]([CH3:8])[CH2:4][C:3]=1[C:9]1[CH:10]=[CH:11][CH:12]=[C:13]2[C:18]=1[N:17]=[CH:16][CH:15]=[CH:14]2.[H-].[K+].[CH3:21][Si:22](Cl)([CH3:24])[CH3:23]. (4) Given the product [CH2:3]([CH:4]1[CH2:15][CH:14]([C:13]([O:17][CH2:18][CH3:19])=[O:16])[CH:5]1[N:6]1[CH2:11][CH2:10][CH2:9][CH2:8][CH2:7]1)[CH:2]([CH3:12])[CH3:1], predict the reactants needed to synthesize it. The reactants are: [CH3:1][CH:2]([CH3:12])[CH2:3][CH:4]=[CH:5][N:6]1[CH2:11][CH2:10][CH2:9][CH2:8][CH2:7]1.[C:13]([O:17][CH2:18][CH3:19])(=[O:16])[CH:14]=[CH2:15].C1(C=CC(O)=CC=1)O.